This data is from Full USPTO retrosynthesis dataset with 1.9M reactions from patents (1976-2016). The task is: Predict the reactants needed to synthesize the given product. (1) Given the product [C:39]([C:36]1[CH:37]=[CH:38][C:33]([N:30]2[CH2:31][CH2:32][CH:27]([C:25]([OH:26])=[O:62])[CH2:28][CH2:29]2)=[N:34][CH:35]=1)#[N:40].[Cl:1][C:2]1[CH:7]=[CH:6][C:5]([C@@H:8]2[C@@H:13]([C@@H:14]([O:16][C:17]3[CH:18]=[C:19]4[C:20](=[CH:21][CH:22]=3)[NH:41][CH:42]=[CH:43]4)[CH3:15])[CH2:12][CH2:11][N:10]([C:25]([CH:27]3[CH2:28][CH2:29][N:30]([C:33]4[CH:38]=[CH:37][C:36]([C:39]#[N:40])=[CH:35][N:34]=4)[CH2:31][CH2:32]3)=[O:26])[CH2:9]2)=[CH:4][CH:3]=1, predict the reactants needed to synthesize it. The reactants are: [Cl:1][C:2]1[CH:7]=[CH:6][C:5]([C@@H:8]2[C@@H:13]([C@@H:14]([O:16][C:17]3[CH:22]=[CH:21][C:20](Cl)=[C:19](Cl)[CH:18]=3)[CH3:15])[CH2:12][CH2:11][N:10]([C:25]([CH:27]3[CH2:32][CH2:31][N:30]([C:33]4[CH:38]=[CH:37][C:36]([C:39]#[N:40])=[CH:35][N:34]=4)[CH2:29][CH2:28]3)=[O:26])[CH2:9]2)=[CH:4][CH:3]=1.[NH:41]1CCC[CH2:43][CH2:42]1.C(N1CC[C@H]([C@H]([OH:62])C)[C@@H](C2C=CC(Cl)=CC=2)C1)C1C=CC=CC=1.N1C2C(=CC(O)=CC=2)C=C1.ClC(OC(Cl)=O)C.CCN(C(C)C)C(C)C. (2) Given the product [ClH:38].[F:1][C:2]1[CH:7]=[CH:6][CH:5]=[CH:4][C:3]=1[N:8]([CH2:31][CH2:32][C:33]([O:35][CH2:36][CH3:37])=[O:34])[C:9]([C:11]1[CH:30]=[CH:29][C:14]2[N:15]([CH3:28])[C:16]([CH2:18][NH:19][C:20]3[CH:25]=[CH:24][C:23]([C:26](=[NH:46])[NH2:27])=[CH:22][CH:21]=3)=[N:17][C:13]=2[CH:12]=1)=[O:10], predict the reactants needed to synthesize it. The reactants are: [F:1][C:2]1[CH:7]=[CH:6][CH:5]=[CH:4][C:3]=1[N:8]([CH2:31][CH2:32][C:33]([O:35][CH2:36][CH3:37])=[O:34])[C:9]([C:11]1[CH:30]=[CH:29][C:14]2[N:15]([CH3:28])[C:16]([CH2:18][NH:19][C:20]3[CH:25]=[CH:24][C:23]([C:26]#[N:27])=[CH:22][CH:21]=3)=[N:17][C:13]=2[CH:12]=1)=[O:10].[ClH:38].C(O)C.C(=O)([O-])[O-].[NH4+:46].[NH4+]. (3) Given the product [C:43]([O:42][C:40]([N:37]1[CH2:38][CH2:39][N:34]([C:25]([CH2:24][NH:23][S:19]([C:16]2[CH:17]=[CH:18][C:13]([O:12][CH2:8][C:9]#[C:10][CH3:11])=[CH:14][CH:15]=2)(=[O:21])=[O:20])([C:30]([O:32][CH3:33])=[O:31])[C:26]([O:28][CH3:29])=[O:27])[CH2:35][CH2:36]1)=[O:41])([CH3:45])([CH3:46])[CH3:44], predict the reactants needed to synthesize it. The reactants are: C(N(CC)CC)C.[CH2:8]([O:12][C:13]1[CH:18]=[CH:17][C:16]([S:19](Cl)(=[O:21])=[O:20])=[CH:15][CH:14]=1)[C:9]#[C:10][CH3:11].[NH2:23][CH2:24][C:25]([N:34]1[CH2:39][CH2:38][N:37]([C:40]([O:42][C:43]([CH3:46])([CH3:45])[CH3:44])=[O:41])[CH2:36][CH2:35]1)([C:30]([O:32][CH3:33])=[O:31])[C:26]([O:28][CH3:29])=[O:27]. (4) Given the product [Cl:8][C:6]1[N:7]=[C:2]([N:22]2[C:23]3[C:19](=[CH:18][C:17]([Cl:16])=[CH:25][C:24]=3[Cl:26])[CH2:20][CH2:21]2)[C:3](=[O:15])[N:4]([C@H:9]([CH2:12][O:13][CH3:14])[CH2:10][CH3:11])[CH:5]=1, predict the reactants needed to synthesize it. The reactants are: Cl[C:2]1[C:3](=[O:15])[N:4]([C@H:9]([CH2:12][O:13][CH3:14])[CH2:10][CH3:11])[CH:5]=[C:6]([Cl:8])[N:7]=1.[Cl:16][C:17]1[CH:18]=[C:19]2[C:23](=[C:24]([Cl:26])[CH:25]=1)[NH:22][CH2:21][CH2:20]2.